From a dataset of Full USPTO retrosynthesis dataset with 1.9M reactions from patents (1976-2016). Predict the reactants needed to synthesize the given product. (1) Given the product [CH3:9][O:10][C:11]([C:13]1[C:14]([NH2:22])=[C:15]2[C:19](=[C:20]([Br:1])[CH:21]=1)[CH2:18][CH2:17][CH2:16]2)=[O:12], predict the reactants needed to synthesize it. The reactants are: [Br:1]N1C(=O)CCC1=O.[CH3:9][O:10][C:11]([C:13]1[C:14]([NH2:22])=[C:15]2[C:19](=[CH:20][CH:21]=1)[CH2:18][CH2:17][CH2:16]2)=[O:12].C(OCC)(=O)C. (2) Given the product [NH2:25][C:24]1[CH:26]=[CH:27][C:21]([O:1][C:2]2[CH:7]=[CH:6][C:5]([CH2:8][C:9]([OH:11])=[O:10])=[C:4]([CH3:12])[C:3]=2[CH3:13])=[C:22]([N+:28]([O-:30])=[O:29])[CH:23]=1, predict the reactants needed to synthesize it. The reactants are: [OH:1][C:2]1[CH:7]=[CH:6][C:5]([CH2:8][C:9]([OH:11])=[O:10])=[C:4]([CH3:12])[C:3]=1[CH3:13].C(=O)([O-])[O-].[Cs+].[Cs+].F[C:21]1[CH:27]=[CH:26][C:24]([NH2:25])=[CH:23][C:22]=1[N+:28]([O-:30])=[O:29].C(O)(=O)CC(CC(O)=O)(C(O)=O)O. (3) Given the product [CH3:44][N:43]([CH3:48])[CH2:42][CH2:41][NH:38][C:2]1[N:7]=[CH:6][C:5]([C:8]2[CH:9]=[N:10][N:11]3[C:16]([C:17]4[CH:18]=[C:19]([NH:23][C:24](=[O:35])[C:25]5[CH:30]=[CH:29][CH:28]=[C:27]([C:31]([F:34])([F:33])[F:32])[CH:26]=5)[CH:20]=[CH:21][CH:22]=4)=[CH:15][CH:14]=[N:13][C:12]=23)=[CH:4][CH:3]=1, predict the reactants needed to synthesize it. The reactants are: Cl[C:2]1[N:7]=[CH:6][C:5]([C:8]2[CH:9]=[N:10][N:11]3[C:16]([C:17]4[CH:18]=[C:19]([NH:23][C:24](=[O:35])[C:25]5[CH:30]=[CH:29][CH:28]=[C:27]([C:31]([F:34])([F:33])[F:32])[CH:26]=5)[CH:20]=[CH:21][CH:22]=4)=[CH:15][CH:14]=[N:13][C:12]=23)=[CH:4][CH:3]=1.CN[N:38]([CH2:41][CH3:42])NC.[N:43]1[CH:48]=CC=C[CH:44]=1. (4) Given the product [F:27][C:24]1[CH:23]=[CH:22][C:21]([O:20][C:17]2[CH:18]=[CH:19][C:14]([CH2:13][N:11]3[CH2:12][C@H:8]([C:6]([OH:7])=[O:5])[NH:9][C:10]3=[O:28])=[CH:15][CH:16]=2)=[CH:26][CH:25]=1, predict the reactants needed to synthesize it. The reactants are: C([O:5][C:6]([C@H:8]1[CH2:12][N:11]([CH2:13][C:14]2[CH:19]=[CH:18][C:17]([O:20][C:21]3[CH:26]=[CH:25][C:24]([F:27])=[CH:23][CH:22]=3)=[CH:16][CH:15]=2)[C:10](=[O:28])[NH:9]1)=[O:7])(C)(C)C.FC(F)(F)C(O)=O. (5) Given the product [N:9]([CH2:6][CH2:5][CH2:4][C:3]([O:2][CH3:1])=[O:8])=[N+:10]=[N-:11], predict the reactants needed to synthesize it. The reactants are: [CH3:1][O:2][C:3](=[O:8])[CH2:4][CH2:5][CH2:6]Br.[N-:9]=[N+:10]=[N-:11].[Na+].O. (6) The reactants are: [CH3:1][S:2]([O:5][CH2:6][CH2:7][C:8]1[CH:26]=[CH:25][C:11]2[O:12][CH2:13][C@@H:14]([CH2:16][O:17]CC3C=CC=CC=3)[O:15][C:10]=2[CH:9]=1)(=[O:4])=[O:3]. Given the product [CH3:1][S:2]([O:5][CH2:6][CH2:7][C:8]1[CH:26]=[CH:25][C:11]2[O:12][CH2:13][C@@H:14]([CH2:16][OH:17])[O:15][C:10]=2[CH:9]=1)(=[O:3])=[O:4], predict the reactants needed to synthesize it.